Dataset: Forward reaction prediction with 1.9M reactions from USPTO patents (1976-2016). Task: Predict the product of the given reaction. (1) Given the reactants C([O:4][C:5]1[CH:10]=[CH:9][C:8](/[CH:11]=[CH:12]/[CH:13]=[CH:14]/[C:15]([O:17]C)=[O:16])=[CH:7][C:6]=1[O:19][CH3:20])(=O)C.[OH-].[Na+].O.Cl, predict the reaction product. The product is: [OH:4][C:5]1[CH:10]=[CH:9][C:8](/[CH:11]=[CH:12]/[CH:13]=[CH:14]/[C:15]([OH:17])=[O:16])=[CH:7][C:6]=1[O:19][CH3:20]. (2) Given the reactants [O:1]1[C:5]2([CH2:10][CH2:9][CH:8]([CH:11]3[CH2:16][CH2:15][C:14]([C:18]4[CH:23]=[CH:22][C:21]([C:24]5(CCCCC)[CH2:29][CH2:28][CH2:27][CH2:26][CH2:25]5)=[CH:20][C:19]=4[F:35])(O)[CH2:13][CH2:12]3)[CH2:7][CH2:6]2)[O:4][CH2:3][CH2:2]1.[C:36]1(C)[CH:41]=[CH:40]C(S(O)(=O)=O)=[CH:38][CH:37]=1.C1(C)C=CC=CC=1, predict the reaction product. The product is: [F:35][C:19]1[CH:20]=[C:21]([CH:24]2[CH2:25][CH2:26][CH:27]([CH2:38][CH2:37][CH2:36][CH2:41][CH3:40])[CH2:28][CH2:29]2)[CH:22]=[CH:23][C:18]=1[C:14]1[CH2:13][CH2:12][CH:11]([CH:8]2[CH2:9][CH2:10][C:5]3([O:4][CH2:3][CH2:2][O:1]3)[CH2:6][CH2:7]2)[CH2:16][CH:15]=1. (3) Given the reactants CO[CH2:3][CH2:4]CN=C=O.[CH2:9]([C:16]1[NH:24][C:23]2[C:22](=[O:25])[N:21]([CH2:26][CH2:27][CH2:28][O:29][CH3:30])[C:20](=[O:31])[N:19]([CH2:32][CH2:33][C:34]3[CH:39]=[CH:38][C:37]([N+:40]([O-:42])=[O:41])=[CH:36][CH:35]=3)[C:18]=2[N:17]=1)[C:10]1[CH:15]=[CH:14][CH:13]=[CH:12][CH:11]=1.C(=O)([O-])[O-].[Na+].[Na+].[CH2:49]([NH:51][CH2:52][CH2:53][OH:54])[CH3:50], predict the reaction product. The product is: [CH2:9]([C:16]1[N:24]([CH2:50][CH2:49][N:51]([CH2:3][CH3:4])[CH2:52][CH2:53][OH:54])[C:23]2[C:22](=[O:25])[N:21]([CH2:26][CH2:27][CH2:28][O:29][CH3:30])[C:20](=[O:31])[N:19]([CH2:32][CH2:33][C:34]3[CH:35]=[CH:36][C:37]([N+:40]([O-:42])=[O:41])=[CH:38][CH:39]=3)[C:18]=2[N:17]=1)[C:10]1[CH:15]=[CH:14][CH:13]=[CH:12][CH:11]=1. (4) Given the reactants [CH:1]1([N:4]([CH2:34][CH2:35]O)[C:5]([C:7]2[C:12]([O:13][CH2:14][C:15]3[CH:20]=[CH:19][CH:18]=[CH:17][CH:16]=3)=[C:11]([OH:21])[N:10]=[C:9]([CH2:22][C:23]3([C:28]4[CH:33]=[CH:32][CH:31]=[CH:30][CH:29]=4)[CH2:27][CH2:26][CH2:25][CH2:24]3)[N:8]=2)=[O:6])[CH2:3][CH2:2]1.C1(P(C2C=CC=CC=2)C2C=CC=CC=2)C=CC=CC=1.N(C(OC(C)C)=O)=NC(OC(C)C)=O, predict the reaction product. The product is: [CH2:14]([O:13][C:12]1[C:11](=[O:21])[N:10]=[C:9]([CH2:22][C:23]2([C:28]3[CH:33]=[CH:32][CH:31]=[CH:30][CH:29]=3)[CH2:27][CH2:26][CH2:25][CH2:24]2)[N:8]2[CH2:35][CH2:34][N:4]([CH:1]3[CH2:2][CH2:3]3)[C:5](=[O:6])[C:7]=12)[C:15]1[CH:20]=[CH:19][CH:18]=[CH:17][CH:16]=1.